This data is from Catalyst prediction with 721,799 reactions and 888 catalyst types from USPTO. The task is: Predict which catalyst facilitates the given reaction. (1) Reactant: [Br:1][C:2]1[CH:21]=[CH:20][CH:19]=[CH:18][C:3]=1[O:4][CH:5]1[CH2:10][CH2:9][N:8](C(OC(C)(C)C)=O)[CH2:7][CH2:6]1.[ClH:22]. Product: [ClH:22].[Br:1][C:2]1[CH:21]=[CH:20][CH:19]=[CH:18][C:3]=1[O:4][CH:5]1[CH2:10][CH2:9][NH:8][CH2:7][CH2:6]1. The catalyst class is: 8. (2) Reactant: [NH2:1][C:2]1[N:7]=[CH:6][N:5]=[C:4]2[N:8]([C@@H:24]3[CH2:27][C@H:26]([OH:28])[CH2:25]3)[N:9]=[C:10]([C:11]3[CH:16]=[CH:15][C:14]([O:17][C:18]4[CH:23]=[CH:22][CH:21]=[CH:20][CH:19]=4)=[CH:13][CH:12]=3)[C:3]=12.[N+:29]([C:32]1[CH:40]=[CH:39][C:35]([C:36](O)=[O:37])=[CH:34][CH:33]=1)([O-:31])=[O:30].C1(P(C2C=CC=CC=2)C2C=CC=CC=2)C=CC=CC=1.N(C(OCC)=O)=NC(OCC)=O. Product: [N+:29]([C:32]1[CH:33]=[CH:34][C:35]([C:36]([O:28][C@H:26]2[CH2:25][C@H:24]([N:8]3[C:4]4=[N:5][CH:6]=[N:7][C:2]([NH2:1])=[C:3]4[C:10]([C:11]4[CH:12]=[CH:13][C:14]([O:17][C:18]5[CH:23]=[CH:22][CH:21]=[CH:20][CH:19]=5)=[CH:15][CH:16]=4)=[N:9]3)[CH2:27]2)=[O:37])=[CH:39][CH:40]=1)([O-:31])=[O:30]. The catalyst class is: 7. (3) Reactant: Cl.Cl.Cl.[S:4]1[C:8]2[CH:9]=[C:10]([NH:13][C:14]3[C:15]4[CH:22]=[C:21]([C:23]5[CH2:24][CH2:25][NH:26][CH2:27][CH:28]=5)[NH:20][C:16]=4[N:17]=[CH:18][N:19]=3)[CH:11]=[CH:12][C:7]=2[N:6]=[CH:5]1.C(N(CC)C(C)C)(C)C.[OH:38][CH2:39][C:40]1([C:43](O)=[O:44])[CH2:42][CH2:41]1.F[B-](F)(F)F.N1(OC(N(C)C)=[N+](C)C)C2C=CC=CC=2N=N1. Product: [S:4]1[C:8]2[CH:9]=[C:10]([NH:13][C:14]3[C:15]4[CH:22]=[C:21]([C:23]5[CH2:24][CH2:25][N:26]([C:39]([C:40]6([CH2:43][OH:44])[CH2:42][CH2:41]6)=[O:38])[CH2:27][CH:28]=5)[NH:20][C:16]=4[N:17]=[CH:18][N:19]=3)[CH:11]=[CH:12][C:7]=2[N:6]=[CH:5]1. The catalyst class is: 35. (4) The catalyst class is: 6. Product: [C:9]([CH2:8][C:7]1[CH:6]=[C:5]([O:4][CH3:3])[CH:13]=[C:12]([O:14][CH3:15])[C:11]=1[C:10]([OH:16])=[O:26])#[N:17]. Reactant: [OH-].[Na+].[CH3:3][O:4][C:5]1[CH:6]=[C:7]2[C:11](=[C:12]([O:14][CH3:15])[CH:13]=1)[C:10](=[O:16])[C:9](=[N:17]O)[CH2:8]2.C1(C)C=CC(S(Cl)(=O)=[O:26])=CC=1. (5) Reactant: [C:1]1([S:7]([OH:10])(=[O:9])=[O:8])[CH:6]=[CH:5][CH:4]=[CH:3][CH:2]=1.[CH2:11]([N:13]([CH2:50][CH3:51])[CH2:14][CH2:15][N:16]([CH2:34][CH2:35][NH:36][CH2:37][CH2:38][C:39]1[C:47]2[S:46][C:45](=[O:48])[NH:44][C:43]=2[C:42]([OH:49])=[CH:41][CH:40]=1)[C:17](=[O:33])[CH2:18][CH2:19][O:20][CH2:21][CH2:22][C:23]1[C:32]2[C:27](=[CH:28][CH:29]=[CH:30][CH:31]=2)[CH:26]=[CH:25][CH:24]=1)[CH3:12]. Product: [S:7]([C:1]1[CH:6]=[CH:5][CH:4]=[CH:3][CH:2]=1)([OH:10])(=[O:9])=[O:8].[CH2:50]([N:13]([CH2:11][CH3:12])[CH2:14][CH2:15][N:16]([CH2:34][CH2:35][NH:36][CH2:37][CH2:38][C:39]1[C:47]2[S:46][C:45](=[O:48])[NH:44][C:43]=2[C:42]([OH:49])=[CH:41][CH:40]=1)[C:17](=[O:33])[CH2:18][CH2:19][O:20][CH2:21][CH2:22][C:23]1[C:32]2[C:27](=[CH:28][CH:29]=[CH:30][CH:31]=2)[CH:26]=[CH:25][CH:24]=1)[CH3:51]. The catalyst class is: 5. (6) Reactant: [CH:1]([C:3]1[C:8]([OH:9])=[CH:7][C:6]([OH:10])=[C:5]([C:11]2[CH:16]=[CH:15][CH:14]=[CH:13][CH:12]=2)[C:4]=1[CH2:17][C:18]([O:20][CH3:21])=[O:19])=O. Product: [OH:10][C:6]1[C:5]([C:11]2[CH:16]=[CH:15][CH:14]=[CH:13][CH:12]=2)=[C:4]([CH2:17][C:18]([O:20][CH3:21])=[O:19])[C:3]([CH3:1])=[C:8]([OH:9])[CH:7]=1. The catalyst class is: 129. (7) Reactant: [CH:1]1([C@H:7]2[CH2:12][C@@H:11]([C:13](=[O:20])[CH2:14][C:15](OCC)=[O:16])[CH2:10][CH2:9][N:8]2[C:21]([O:23][CH3:24])=[O:22])[CH2:6][CH2:5][CH2:4][CH2:3][CH2:2]1.[OH-].[Na+].[NH2:27]O.Cl. Product: [CH:1]1([C@H:7]2[CH2:12][C@@H:11]([C:13]3[O:20][NH:27][C:15](=[O:16])[CH:14]=3)[CH2:10][CH2:9][N:8]2[C:21]([O:23][CH3:24])=[O:22])[CH2:6][CH2:5][CH2:4][CH2:3][CH2:2]1. The catalyst class is: 24.